This data is from Catalyst prediction with 721,799 reactions and 888 catalyst types from USPTO. The task is: Predict which catalyst facilitates the given reaction. (1) Reactant: C(OC([N:11]1[CH2:16][CH2:15][CH:14]([CH:17]([O:19][C:20]2[CH:41]=[CH:40][C:23]3[C:24]4[N:28]([CH2:29][CH2:30][O:31][C:22]=3[CH:21]=2)[CH:27]=[C:26]([C:32]2[N:33]([CH:37]([CH3:39])[CH3:38])[N:34]=[CH:35][N:36]=2)[N:25]=4)[CH3:18])[CH2:13][CH2:12]1)=O)C1C=CC=CC=1. Product: [CH:37]([N:33]1[C:32]([C:26]2[N:25]=[C:24]3[N:28]([CH2:29][CH2:30][O:31][C:22]4[CH:21]=[C:20]([O:19][CH:17]([CH:14]5[CH2:15][CH2:16][NH:11][CH2:12][CH2:13]5)[CH3:18])[CH:41]=[CH:40][C:23]=43)[CH:27]=2)=[N:36][CH:35]=[N:34]1)([CH3:38])[CH3:39]. The catalyst class is: 99. (2) Reactant: [NH2:1][C@@H:2]1[C@@H:7]([CH2:8][O:9][Si:10]([C:23]([CH3:26])([CH3:25])[CH3:24])([C:17]2[CH:22]=[CH:21][CH:20]=[CH:19][CH:18]=2)[C:11]2[CH:16]=[CH:15][CH:14]=[CH:13][CH:12]=2)[O:6][CH2:5][CH2:4][CH2:3]1.CCN(CC)CC.[CH3:34][C:35]([O:38][C:39](O[C:39]([O:38][C:35]([CH3:37])([CH3:36])[CH3:34])=[O:40])=[O:40])([CH3:37])[CH3:36]. Product: [C:35]([O:38][C:39]([NH:1][C@@H:2]1[C@@H:7]([CH2:8][O:9][Si:10]([C:23]([CH3:26])([CH3:25])[CH3:24])([C:11]2[CH:16]=[CH:15][CH:14]=[CH:13][CH:12]=2)[C:17]2[CH:22]=[CH:21][CH:20]=[CH:19][CH:18]=2)[O:6][CH2:5][CH2:4][CH2:3]1)=[O:40])([CH3:37])([CH3:36])[CH3:34]. The catalyst class is: 2. (3) Reactant: Cl[C:2]1[N:7]2[CH:8]=[CH:9][N:10]=[C:6]2[CH:5]=[C:4]([C:11]2[CH:16]=[CH:15][N:14]=[C:13]([Cl:17])[CH:12]=2)[N:3]=1.[F:18][CH:19]([F:29])[CH2:20]OS(C(F)(F)F)(=O)=O.C([O-])([O-])=O.[K+].[K+].[C:36](#[N:38])[CH3:37]. Product: [Cl:17][C:13]1[CH:12]=[C:11]([C:4]2[N:3]=[C:2]([N:38]3[CH2:5][CH:4]4[CH2:11][CH:36]3[CH2:37][N:3]4[CH2:20][CH:19]([F:29])[F:18])[N:7]3[CH:8]=[CH:9][N:10]=[C:6]3[CH:5]=2)[CH:16]=[CH:15][N:14]=1. The catalyst class is: 2. (4) Reactant: [CH3:1][O:2][C:3]([C@H:5]1[CH2:10][CH2:9][C@H:8]([C:11]2[N:15]3[CH:16]=[CH:17][N:18]=[C:19]([NH2:20])[C:14]3=[C:13](Br)[N:12]=2)[CH2:7][CH2:6]1)=[O:4].[O:22]([C:29]1[CH:34]=[CH:33][C:32](B(O)O)=[CH:31][CH:30]=1)[C:23]1[CH:28]=[CH:27][CH:26]=[CH:25][CH:24]=1.O.O.[F-].[K+]. Product: [CH3:1][O:2][C:3]([C@H:5]1[CH2:10][CH2:9][C@H:8]([C:11]2[N:15]3[CH:16]=[CH:17][N:18]=[C:19]([NH2:20])[C:14]3=[C:13]([C:32]3[CH:33]=[CH:34][C:29]([O:22][C:23]4[CH:28]=[CH:27][CH:26]=[CH:25][CH:24]=4)=[CH:30][CH:31]=3)[N:12]=2)[CH2:7][CH2:6]1)=[O:4]. The catalyst class is: 108. (5) Reactant: FC(F)(F)S(O)(=O)=O.[CH3:9][C:10]1([CH3:22])[N:14]([C:15](=[O:18])[CH2:16][NH2:17])[C@@H:13]([CH2:19][CH:20]=[CH2:21])[CH2:12][O:11]1.[N:23]([O-])=O.[Na+]. Product: [N+:17](=[CH:16][C:15]([N:14]1[C@@H:13]([CH2:19][CH:20]=[CH2:21])[CH2:12][O:11][C:10]1([CH3:22])[CH3:9])=[O:18])=[N-:23]. The catalyst class is: 34. (6) Reactant: [Br:1][CH2:2][C:3]1[CH:4]=[C:5]([S:9](Cl)(=[O:11])=[O:10])[CH:6]=[CH:7][CH:8]=1.[F:13][C:14]([F:28])([F:27])[C:15]1[CH:20]=[CH:19][C:18]([N:21]2[CH2:26][CH2:25][NH:24][CH2:23][CH2:22]2)=[CH:17][CH:16]=1.CCN(CC)CC. Product: [Br:1][CH2:2][C:3]1[CH:4]=[C:5]([S:9]([N:24]2[CH2:23][CH2:22][N:21]([C:18]3[CH:17]=[CH:16][C:15]([C:14]([F:27])([F:28])[F:13])=[CH:20][CH:19]=3)[CH2:26][CH2:25]2)(=[O:11])=[O:10])[CH:6]=[CH:7][CH:8]=1. The catalyst class is: 56. (7) Reactant: [BH4-].[Na+].[CH3:3][CH:4]1[CH2:12][C:11]2[C:6](=[C:7]([C:14]3[CH:19]=[C:18]([CH3:20])[CH:17]=[CH:16][C:15]=3[CH3:21])[CH:8]=[C:9]([CH3:13])[CH:10]=2)[C:5]1=O.C1(C)C=CC=CC=1.S(=O)(=O)(O)O. Product: [CH3:3][C:4]1[CH2:12][C:11]2[C:6]([CH:5]=1)=[C:7]([C:14]1[CH:19]=[C:18]([CH3:20])[CH:17]=[CH:16][C:15]=1[CH3:21])[CH:8]=[C:9]([CH3:13])[CH:10]=2. The catalyst class is: 5. (8) Reactant: [Br:1][C:2]1[C:3]2[C:8]([C:9](Br)=[C:10]3[C:15]=1[CH:14]=[CH:13][CH:12]=[CH:11]3)=[CH:7][CH:6]=[CH:5][CH:4]=2.C([Li])CCC.[B:22]([O:29]CC)([O:26]CC)[O:23]CC.Cl.C(=O)([O-])[O-].[Na+].[Na+]. Product: [Br:1][C:2]1[C:3]2[C:8]([C:9]([O:23][B:22]([OH:29])[OH:26])=[C:10]3[C:15]=1[CH:14]=[CH:13][CH:12]=[CH:11]3)=[CH:7][CH:6]=[CH:5][CH:4]=2. The catalyst class is: 323. (9) Product: [O:27]=[C:4]1[N:3]=[C:2]([NH:1][C:38](=[O:39])[CH2:37][C:33]2[CH:34]=[CH:35][CH:36]=[C:31]([O:30][C:29]([F:41])([F:28])[F:42])[CH:32]=2)[CH:7]=[CH:6][N:5]1[CH2:8][CH2:9][CH2:10][CH2:11][C:12]1[S:16][C:15]([NH:17][C:18](=[O:26])[CH2:19][C:20]2[CH:25]=[CH:24][CH:23]=[CH:22][CH:21]=2)=[N:14][N:13]=1. Reactant: [NH2:1][C:2]1[CH:7]=[CH:6][N:5]([CH2:8][CH2:9][CH2:10][CH2:11][C:12]2[S:16][C:15]([NH:17][C:18](=[O:26])[CH2:19][C:20]3[CH:25]=[CH:24][CH:23]=[CH:22][CH:21]=3)=[N:14][N:13]=2)[C:4](=[O:27])[N:3]=1.[F:28][C:29]([F:42])([F:41])[O:30][C:31]1[CH:32]=[C:33]([CH2:37][C:38](O)=[O:39])[CH:34]=[CH:35][CH:36]=1.C1C=CC2N(O)N=NC=2C=1.CCN(C(C)C)C(C)C.CCN=C=NCCCN(C)C.Cl. The catalyst class is: 3. (10) The catalyst class is: 6. Reactant: [Cl:1][C:2]1[CH:7]=[C:6]([Cl:8])[C:5]([F:9])=[CH:4][C:3]=1[N+:10]([O-:12])=[O:11].C([O-])(=O)C.BrBr.S(=O)(=O)(O)O.[Br:24]([O-])(=O)=O.[K+].S(=O)(O)[O-].[Na+]. Product: [Br:24][C:7]1[C:2]([Cl:1])=[C:3]([N+:10]([O-:12])=[O:11])[CH:4]=[C:5]([F:9])[C:6]=1[Cl:8].